Dataset: NCI-60 drug combinations with 297,098 pairs across 59 cell lines. Task: Regression. Given two drug SMILES strings and cell line genomic features, predict the synergy score measuring deviation from expected non-interaction effect. (1) Drug 1: C1CCN(CC1)CCOC2=CC=C(C=C2)C(=O)C3=C(SC4=C3C=CC(=C4)O)C5=CC=C(C=C5)O. Drug 2: CS(=O)(=O)CCNCC1=CC=C(O1)C2=CC3=C(C=C2)N=CN=C3NC4=CC(=C(C=C4)OCC5=CC(=CC=C5)F)Cl. Cell line: ACHN. Synergy scores: CSS=10.9, Synergy_ZIP=-1.65, Synergy_Bliss=4.99, Synergy_Loewe=-3.16, Synergy_HSA=2.69. (2) Drug 1: C1=NC2=C(N=C(N=C2N1C3C(C(C(O3)CO)O)O)F)N. Drug 2: CC1C(C(CC(O1)OC2CC(CC3=C2C(=C4C(=C3O)C(=O)C5=C(C4=O)C(=CC=C5)OC)O)(C(=O)CO)O)N)O.Cl. Cell line: HCC-2998. Synergy scores: CSS=26.7, Synergy_ZIP=-4.66, Synergy_Bliss=-4.41, Synergy_Loewe=-7.27, Synergy_HSA=-3.95. (3) Drug 1: C1=CN(C(=O)N=C1N)C2C(C(C(O2)CO)O)O.Cl. Drug 2: B(C(CC(C)C)NC(=O)C(CC1=CC=CC=C1)NC(=O)C2=NC=CN=C2)(O)O. Cell line: CCRF-CEM. Synergy scores: CSS=94.4, Synergy_ZIP=0.908, Synergy_Bliss=0.720, Synergy_Loewe=1.31, Synergy_HSA=2.31. (4) Drug 1: CCC1=CC2CC(C3=C(CN(C2)C1)C4=CC=CC=C4N3)(C5=C(C=C6C(=C5)C78CCN9C7C(C=CC9)(C(C(C8N6C)(C(=O)OC)O)OC(=O)C)CC)OC)C(=O)OC.C(C(C(=O)O)O)(C(=O)O)O. Drug 2: N.N.Cl[Pt+2]Cl. Cell line: UACC-257. Synergy scores: CSS=20.1, Synergy_ZIP=-6.79, Synergy_Bliss=-2.53, Synergy_Loewe=-22.6, Synergy_HSA=-4.89. (5) Drug 1: C1CCN(CC1)CCOC2=CC=C(C=C2)C(=O)C3=C(SC4=C3C=CC(=C4)O)C5=CC=C(C=C5)O. Drug 2: C1=CC=C(C(=C1)C(C2=CC=C(C=C2)Cl)C(Cl)Cl)Cl. Cell line: ACHN. Synergy scores: CSS=13.6, Synergy_ZIP=-0.243, Synergy_Bliss=1.78, Synergy_Loewe=-0.203, Synergy_HSA=0.0847.